Dataset: Full USPTO retrosynthesis dataset with 1.9M reactions from patents (1976-2016). Task: Predict the reactants needed to synthesize the given product. (1) Given the product [F:1][C:2]1[CH:3]=[C:4]([N:14]2[C:19](=[O:20])[C:18]3[CH2:21][C:22](=[O:30])[NH:23][C:17]=3[N:16]=[C:15]2[O:24][CH:25]([CH3:27])[CH3:26])[CH:5]=[CH:6][C:7]=1[O:8][CH2:9][C:10]([F:11])([F:12])[F:13], predict the reactants needed to synthesize it. The reactants are: [F:1][C:2]1[CH:3]=[C:4]([N:14]2[C:19](=[O:20])[C:18]3[CH:21]=[CH:22][NH:23][C:17]=3[N:16]=[C:15]2[O:24][CH:25]([CH3:27])[CH3:26])[CH:5]=[CH:6][C:7]=1[O:8][CH2:9][C:10]([F:13])([F:12])[F:11].C(O)(=[O:30])C.C(O)(=O)C.I(C1C=CC=CC=1)=O. (2) Given the product [F:1][C:2]1[CH:22]=[CH:21][C:5]([O:6][C:7]2[CH:20]=[CH:19][C:10](/[CH:11]=[C:12]3/[C:13](=[O:18])[N:14]([CH2:30][CH2:31][OH:32])[C:15](=[O:17])[S:16]/3)=[CH:9][CH:8]=2)=[CH:4][CH:3]=1, predict the reactants needed to synthesize it. The reactants are: [F:1][C:2]1[CH:22]=[CH:21][C:5]([O:6][C:7]2[CH:20]=[CH:19][C:10]([CH:11]=[C:12]3[S:16][C:15](=[O:17])[NH:14][C:13]3=[O:18])=[CH:9][CH:8]=2)=[CH:4][CH:3]=1.C([O-])([O-])=O.[K+].[K+].Cl[CH2:30][CH2:31][OH:32]. (3) Given the product [C:1]([O:5][C:6]([N:8]1[CH2:9][CH2:10][C:11]2([C:14]3[CH:19]=[CH:18][CH:17]=[C:16]([N+:20]([O-:22])=[O:21])[CH:15]=3)[CH:12]([O:31]2)[CH2:13]1)=[O:7])([CH3:4])([CH3:2])[CH3:3], predict the reactants needed to synthesize it. The reactants are: [C:1]([O:5][C:6]([N:8]1[CH2:13][CH:12]=[C:11]([C:14]2[CH:19]=[CH:18][CH:17]=[C:16]([N+:20]([O-:22])=[O:21])[CH:15]=2)[CH2:10][CH2:9]1)=[O:7])([CH3:4])([CH3:3])[CH3:2].C1C=C(Cl)C=C(C(OO)=[O:31])C=1. (4) Given the product [Br:3][C:4]1[CH:12]=[C:11]2[C:7]([C:8](=[O:23])[N:9]([C:13]3[CH:14]=[CH:15][C:16]([C:19]([F:20])([F:21])[F:22])=[CH:17][CH:18]=3)[N:10]2[CH2:31][O:30][CH2:29][CH2:28][Si:25]([CH3:27])([CH3:26])[CH3:24])=[CH:6][CH:5]=1, predict the reactants needed to synthesize it. The reactants are: [H-].[Na+].[Br:3][C:4]1[CH:12]=[C:11]2[C:7]([C:8](=[O:23])[N:9]([C:13]3[CH:18]=[CH:17][C:16]([C:19]([F:22])([F:21])[F:20])=[CH:15][CH:14]=3)[NH:10]2)=[CH:6][CH:5]=1.[CH3:24][Si:25]([CH2:28][CH2:29][O:30][CH2:31]Cl)([CH3:27])[CH3:26]. (5) Given the product [N:4]1([CH:10]2[CH2:13][CH:12]([O:14][C:15]3[CH:16]=[CH:17][C:18]([C:21]4[S:22][C:23]5[CH2:28][CH:27]([C:29]([OH:31])=[O:30])[CH2:26][C:24]=5[N:25]=4)=[CH:19][CH:20]=3)[CH2:11]2)[CH2:5][CH2:6][CH2:7][CH2:8][CH2:9]1, predict the reactants needed to synthesize it. The reactants are: O.[OH-].[Li+].[N:4]1([C@H:10]2[CH2:13][C@H:12]([O:14][C:15]3[CH:20]=[CH:19][C:18]([C:21]4[S:22][C:23]5[CH2:28][CH:27]([C:29]([O:31]CC)=[O:30])[CH2:26][C:24]=5[N:25]=4)=[CH:17][CH:16]=3)[CH2:11]2)[CH2:9][CH2:8][CH2:7][CH2:6][CH2:5]1. (6) Given the product [Cl:1][C:2]1[CH:27]=[CH:26][C:5]([O:6][C:7]2[C:16]([C:17]3[C:18]([O:23][CH3:24])=[N:19][CH:20]=[CH:21][CH:22]=3)=[CH:15][C:10]([C:11]([OH:13])=[O:12])=[C:9]([F:25])[CH:8]=2)=[CH:4][CH:3]=1, predict the reactants needed to synthesize it. The reactants are: [Cl:1][C:2]1[CH:27]=[CH:26][C:5]([O:6][C:7]2[C:16]([C:17]3[C:18]([O:23][CH3:24])=[N:19][CH:20]=[CH:21][CH:22]=3)=[CH:15][C:10]([C:11]([O:13]C)=[O:12])=[C:9]([F:25])[CH:8]=2)=[CH:4][CH:3]=1.[OH-].[Li+].